The task is: Predict the reaction yield, written as a fraction of the theoretical maximum amount of product (1.0 means a 100% yield; for example, 0.34 means a 34% yield).. This data is from Reaction yield outcomes from USPTO patents with 853,638 reactions. (1) The reactants are [NH2:1][C:2]1[N:10]=[C:9]2[C:5]([N:6]=[CH:7][N:8]2[C@H:11]2[C@:15]3([CH3:20])[O:16][C:17](=[O:19])[O:18][C@@H:14]3[C@@H:13]([CH2:21][O:22][P:23]([O:34][C:35]3[CH:40]=[CH:39][CH:38]=[CH:37][C:36]=3[CH2:41][CH2:42][C:43]([O:45][CH:46]([CH3:48])[CH3:47])=[O:44])([NH:25][C@@H:26]([CH3:33])[C:27]([O:29][CH:30]([CH3:32])[CH3:31])=[O:28])=[O:24])[O:12]2)=[C:4](Cl)[N:3]=1.[N-:50]=[N+]=[N-].[Na+].CCOC(C)=O. The catalyst is CN(C=O)C. The product is [NH2:1][C:2]1[N:10]=[C:9]2[C:5]([N:6]=[CH:7][N:8]2[C@H:11]2[C@:15]3([CH3:20])[O:16][C:17](=[O:19])[O:18][C@@H:14]3[C@@H:13]([CH2:21][O:22][P:23]([O:34][C:35]3[CH:40]=[CH:39][CH:38]=[CH:37][C:36]=3[CH2:41][CH2:42][C:43]([O:45][CH:46]([CH3:48])[CH3:47])=[O:44])([NH:25][C@@H:26]([CH3:33])[C:27]([O:29][CH:30]([CH3:32])[CH3:31])=[O:28])=[O:24])[O:12]2)=[C:4]([NH2:50])[N:3]=1. The yield is 0.870. (2) The reactants are [O:1]1[CH2:6][CH2:5][CH2:4][CH2:3][CH:2]1[C:7]([OH:9])=O.C(Cl)(=O)C([Cl:13])=O. The catalyst is C(Cl)Cl.CN(C=O)C. The product is [O:1]1[CH2:6][CH2:5][CH2:4][CH2:3][CH:2]1[C:7]([Cl:13])=[O:9]. The yield is 0.990. (3) The yield is 0.310. The catalyst is C1COCC1.O. The reactants are [F:1][C:2]1[CH:3]=[CH:4][C:5]([NH:8][NH:9][C:10]([CH:12]2[CH2:17][CH2:16][CH2:15][CH2:14][CH2:13]2)=O)=[N:6][CH:7]=1.C1(P(C2C=CC=CC=2)C2C=CC=CC=2)C=CC=CC=1.C(N(CC)CC)C.ClC(Cl)(Cl)C(Cl)(Cl)Cl. The product is [CH:12]1([C:10]2[N:6]3[CH:7]=[C:2]([F:1])[CH:3]=[CH:4][C:5]3=[N:8][N:9]=2)[CH2:17][CH2:16][CH2:15][CH2:14][CH2:13]1. (4) The reactants are C[O:2][C:3](=[O:34])[C@:4](NC(OC(C)(C)C)=O)(CCN1CCCCC1)[CH2:5][CH2:6][CH2:7][CH2:8]B1OC(C)(C)C(C)(C)O1.[ClH:35]. The catalyst is O. The product is [ClH:35].[ClH:35].[C:3]([OH:34])(=[O:2])[CH2:4][CH2:5][CH2:6][CH2:7][CH3:8]. The yield is 0.530. (5) The reactants are [ClH:1].Cl.C(N(CC)[C:6]1[CH:11]=[CH:10][C:9](N)=[C:8]([CH2:13][CH3:14])[CH:7]=1)C.[S-2:17].[Na+].[Na+].[Cl-].[Na+]. The catalyst is O.[Fe](Cl)(Cl)Cl. The product is [Cl-:1].[CH2:13]([CH:8]([C:9]1[SH+:17][C:11]([CH2:10][CH3:9])=[CH:6][CH:7]=[CH:8][CH:6]=[CH:11][CH:10]=1)[CH3:7])[CH3:14]. The yield is 0.0300. (6) The product is [CH3:17][O:16][C@@H:15]1[CH2:14][CH2:13][NH:12][CH2:11][C@H:10]1[NH:9][P:4](=[O:5])([O:6][CH2:7][CH3:8])[O:3][CH2:1][CH3:2]. The yield is 0.980. The catalyst is CO.[Pd]. The reactants are [CH2:1]([O:3][P:4]([NH:9][C@H:10]1[C@H:15]([O:16][CH3:17])[CH2:14][CH2:13][N:12](C(OCC2C=CC=CC=2)=O)[CH2:11]1)([O:6][CH2:7][CH3:8])=[O:5])[CH3:2].[H][H]. (7) The reactants are [Br:1][C:2]1[CH:3]=[CH:4][C:5]([NH:9][CH:10]2[CH2:15][CH2:14][O:13][CH2:12][CH2:11]2)=[C:6]([CH:8]=1)[NH2:7].[C:16]([Cl:19])(=O)[CH3:17]. The catalyst is C1(C)C=CC=CC=1. The product is [ClH:19].[Br:1][C:2]1[CH:3]=[CH:4][C:5]2[N:9]([CH:10]3[CH2:15][CH2:14][O:13][CH2:12][CH2:11]3)[C:16]([CH3:17])=[N:7][C:6]=2[CH:8]=1. The yield is 0.947. (8) The reactants are [H-].[H-].[H-].[H-].[Li+].[Al+3].[CH2:7]1[O:20][C:19]2[CH:18]=[CH:17][C:11]([C:12](OCC)=[O:13])=[CH:10][C:9]=2[O:8]1.[OH-].[Na+]. The catalyst is CCOCC.O.C1COCC1. The product is [CH2:7]1[O:8][C:9]2[CH:10]=[C:11]([CH2:12][OH:13])[CH:17]=[CH:18][C:19]=2[O:20]1. The yield is 0.940. (9) The product is [CH3:1][N:2]1[C:10]2[C:5](=[CH:6][CH:7]=[CH:8][C:9]=2[CH3:11])[C:4]([CH2:12][NH:16][CH3:15])=[CH:3]1. The yield is 0.980. The reactants are [CH3:1][N:2]1[C:10]2[C:5](=[CH:6][CH:7]=[CH:8][C:9]=2[CH3:11])[C:4]([C:12]([O-])=O)=[CH:3]1.[CH3:15][N:16]1C2C(=CC=CC=2)C(C)=C1C([O-])=O. No catalyst specified.